From a dataset of Full USPTO retrosynthesis dataset with 1.9M reactions from patents (1976-2016). Predict the reactants needed to synthesize the given product. Given the product [CH3:24][O:23][C:21]([C:4]1[N:5]([C:15]2[CH:20]=[CH:19][CH:18]=[CH:17][CH:16]=2)[C:6]2[C:11]([C:12](=[O:13])[C:3]=1[CH2:2][NH:35][C:28]1[C:29]3[C:34](=[CH:33][CH:32]=[CH:31][CH:30]=3)[N:25]=[CH:26][N:27]=1)=[CH:10][CH:9]=[C:8]([Cl:14])[CH:7]=2)=[O:22], predict the reactants needed to synthesize it. The reactants are: Br[CH2:2][C:3]1[C:12](=[O:13])[C:11]2[C:6](=[CH:7][C:8]([Cl:14])=[CH:9][CH:10]=2)[N:5]([C:15]2[CH:20]=[CH:19][CH:18]=[CH:17][CH:16]=2)[C:4]=1[C:21]([O:23][CH3:24])=[O:22].[N:25]1[C:34]2[C:29](=[CH:30][CH:31]=[CH:32][CH:33]=2)[C:28]([NH2:35])=[N:27][CH:26]=1.C(N(CC)C(C)C)(C)C.[H-].[Na+].